This data is from Catalyst prediction with 721,799 reactions and 888 catalyst types from USPTO. The task is: Predict which catalyst facilitates the given reaction. (1) Reactant: [Cl:1][C:2]1[CH:7]=[CH:6][C:5]([C:8]2[N:12](S(C3C=CC(C)=CC=3)(=O)=O)[N:11]=[C:10]([CH:23]3[CH2:28][CH2:27][N:26](C(=O)C)[CH2:25][CH2:24]3)[C:9]=2[C:32]2[CH:37]=[CH:36][N:35]=[CH:34][N:33]=2)=[CH:4][CH:3]=1.[OH-].[Na+]. Product: [Cl:1][C:2]1[CH:3]=[CH:4][C:5]([C:8]2[C:9]([C:32]3[CH:37]=[CH:36][N:35]=[CH:34][N:33]=3)=[C:10]([CH:23]3[CH2:28][CH2:27][NH:26][CH2:25][CH2:24]3)[NH:11][N:12]=2)=[CH:6][CH:7]=1. The catalyst class is: 33. (2) Reactant: C(N(CC)[C:4](=[O:12])[C:5]1[CH:10]=[CH:9][C:8]([Br:11])=[CH:7][CH:6]=1)C. Product: [Br:11][C:8]1[CH:9]=[CH:10][C:5]([CH:4]=[O:12])=[CH:6][CH:7]=1. The catalyst class is: 7. (3) Reactant: [CH3:1][C:2]1[O:6][N:5]=[C:4]([NH2:7])[CH:3]=1.[NH:8](C(OC(C)(C)C)=O)[CH2:9][CH2:10][C:11](O)=[O:12]. Product: [NH2:8][CH2:9][CH2:10][C:11]([NH:7][C:4]1[CH:3]=[C:2]([CH3:1])[O:6][N:5]=1)=[O:12]. The catalyst class is: 79.